This data is from Reaction yield outcomes from USPTO patents with 853,638 reactions. The task is: Predict the reaction yield, written as a fraction of the theoretical maximum amount of product (1.0 means a 100% yield; for example, 0.34 means a 34% yield). (1) The reactants are C[O:2][C:3](=[O:17])[CH2:4][CH:5]1[C:13]2[C:8](=[CH:9][CH:10]=[CH:11][CH:12]=2)[CH2:7][N:6]1[CH:14]([CH3:16])[CH3:15].[OH-].[Na+]. The catalyst is CO. The product is [CH:14]([N:6]1[CH2:7][C:8]2[C:13](=[CH:12][CH:11]=[CH:10][CH:9]=2)[CH:5]1[CH2:4][C:3]([OH:17])=[O:2])([CH3:16])[CH3:15]. The yield is 0.850. (2) The reactants are C([O:8][CH2:9][CH2:10][CH2:11][N:12]1[C:20]2[C:15](=[CH:16][CH:17]=[CH:18][CH:19]=2)[C:14]2([C:24]3=[CH:25][C:26]4[O:30][CH2:29][O:28][C:27]=4[CH:31]=[C:23]3[O:22][CH2:21]2)[C:13]1=[O:32])C1C=CC=CC=1.[H][H]. The catalyst is CO.[Pd]. The product is [OH:8][CH2:9][CH2:10][CH2:11][N:12]1[C:20]2[C:15](=[CH:16][CH:17]=[CH:18][CH:19]=2)[C:14]2([C:24]3=[CH:25][C:26]4[O:30][CH2:29][O:28][C:27]=4[CH:31]=[C:23]3[O:22][CH2:21]2)[C:13]1=[O:32]. The yield is 0.980. (3) The reactants are [C:1]([O:7][CH2:8][CH3:9])(=[O:6])[CH2:2][C:3]([CH3:5])=O.[Cl:10][C:11]1[CH:18]=[CH:17][CH:16]=[CH:15][C:12]=1[CH:13]=O.[NH4+:19].[OH-:20]. The catalyst is CCO. The product is [Cl:10][C:11]1[CH:18]=[CH:17][CH:16]=[CH:15][C:12]=1[CH:13]1[C:2]([C:1]([O:7][CH2:8][CH3:9])=[O:6])=[C:3]([CH3:5])[NH:19][C:3]([CH3:5])=[C:2]1[C:1]([O:7][CH2:8][CH3:9])=[O:20]. The yield is 0.260. (4) The reactants are FC(F)(F)C1C=C(NC(=O)NC2C=CC(C3SC(CCC(OC)=O)=NC=3)=CC=2)C=CC=1.[N+:32]([C:35]1[CH:40]=[CH:39][C:38]([C:41]2[CH:45]=[CH:44][N:43]([CH:46]3[CH2:51][CH2:50][CH:49]([C:52]([O:54][CH2:55][CH3:56])=[O:53])[CH2:48][CH2:47]3)[N:42]=2)=[CH:37][CH:36]=1)([O-])=O.[Cl:57][C:58]1[CH:63]=[CH:62][CH:61]=[CH:60][C:59]=1[N:64]=[C:65]=[O:66]. No catalyst specified. The product is [Cl:57][C:58]1[CH:63]=[CH:62][CH:61]=[CH:60][C:59]=1[NH:64][C:65](=[O:66])[NH:32][C:35]1[CH:40]=[CH:39][C:38]([C:41]2[CH:45]=[CH:44][N:43]([CH:46]3[CH2:51][CH2:50][CH:49]([C:52]([O:54][CH2:55][CH3:56])=[O:53])[CH2:48][CH2:47]3)[N:42]=2)=[CH:37][CH:36]=1. The yield is 0.830. (5) The reactants are [CH:1]1([C:4]2[N:9]=[C:8]([C:10]([NH:12][C:13]3[CH:21]=[N:20][CH:19]=[CH:18][C:14]=3[C:15](O)=[O:16])=[O:11])[C:7]([NH:22][C:23]3[CH:24]=[N:25][CH:26]=[N:27][CH:28]=3)=[N:6][CH:5]=2)[CH2:3][CH2:2]1.Cl.[O:30]1[CH2:33][CH:32]([NH2:34])[CH2:31]1. No catalyst specified. The product is [O:30]1[CH2:33][CH:32]([NH:34][C:15]([C:14]2[CH:18]=[CH:19][N:20]=[CH:21][C:13]=2[NH:12][C:10]([C:8]2[C:7]([NH:22][C:23]3[CH:24]=[N:25][CH:26]=[N:27][CH:28]=3)=[N:6][CH:5]=[C:4]([CH:1]3[CH2:3][CH2:2]3)[N:9]=2)=[O:11])=[O:16])[CH2:31]1. The yield is 0.580. (6) The reactants are ClC[CH2:3][CH2:4][N:5]([CH3:7])[CH3:6].[CH2:8]([O:10][C:11](=[O:23])[C:12]([C:14]1[C:22]2[C:17](=[CH:18][CH:19]=[CH:20][CH:21]=2)[NH:16][CH:15]=1)=[O:13])[CH3:9].C([O-])([O-])=O.[Cs+].[Cs+]. No catalyst specified. The product is [CH2:8]([O:10][C:11](=[O:23])[C:12]([C:14]1[C:22]2[C:17](=[CH:18][CH:19]=[CH:20][CH:21]=2)[N:16]([CH2:3][CH2:4][N:5]([CH3:7])[CH3:6])[CH:15]=1)=[O:13])[CH3:9]. The yield is 0.630. (7) The reactants are I[C:2]1[C:3]2[O:10][C:9]([C:11]3[CH:12]=[C:13]([NH2:19])[C:14]([O:17][CH3:18])=[N:15][CH:16]=3)=[CH:8][C:4]=2[CH:5]=[N:6][CH:7]=1.[CH3:20][C:21]1[CH:22]=[C:23](B(O)O)[CH:24]=[C:25]([CH3:29])[C:26]=1[O:27][CH3:28].C(=O)([O-])[O-].[Na+].[Na+]. The catalyst is C1(C)C=CC=CC=1.C(O)C.O.C1C=CC([P]([Pd]([P](C2C=CC=CC=2)(C2C=CC=CC=2)C2C=CC=CC=2)([P](C2C=CC=CC=2)(C2C=CC=CC=2)C2C=CC=CC=2)[P](C2C=CC=CC=2)(C2C=CC=CC=2)C2C=CC=CC=2)(C2C=CC=CC=2)C2C=CC=CC=2)=CC=1. The product is [CH3:18][O:17][C:14]1[C:13]([NH2:19])=[CH:12][C:11]([C:9]2[O:10][C:3]3[C:2]([C:23]4[CH:24]=[C:25]([CH3:29])[C:26]([O:27][CH3:28])=[C:21]([CH3:20])[CH:22]=4)=[CH:7][N:6]=[CH:5][C:4]=3[CH:8]=2)=[CH:16][N:15]=1. The yield is 0.630. (8) The reactants are C1(N=C=NC2CCCCC2)CCCCC1.O[C:17]([C:20]1[N:21]=[C:22]([CH2:28][CH2:29][CH3:30])[NH:23][C:24]=1[C:25](O)=[O:26])([CH3:19])[CH3:18]. The catalyst is CC(C)=O. The product is [CH3:18][C:17]1([CH3:19])[C:20]2[NH:21][C:22]([CH2:28][CH2:29][CH3:30])=[N:23][C:24]=2[CH2:25][O:26]1. The yield is 0.970. (9) The reactants are [CH3:1][C:2]1([CH3:29])[CH2:7][CH2:6][C:5]([C:8]2[CH:13]=[C:12]([C:14]([CH3:18])([CH3:17])[CH2:15][OH:16])[CH:11]=[CH:10][C:9]=2[NH:19][C:20]([C:22]2[NH:23][CH:24]=[C:25]([C:27]#[N:28])[N:26]=2)=[O:21])=[CH:4][CH2:3]1.C([O-])(O)=O.[Na+].CC(OI1(OC(C)=O)(OC(C)=O)OC(=O)C2C=CC=CC1=2)=O.CCOC(C)=O. The catalyst is C(Cl)Cl. The product is [CH3:1][C:2]1([CH3:29])[CH2:7][CH2:6][C:5]([C:8]2[CH:13]=[C:12]([C:14]([CH3:17])([CH3:18])[CH:15]=[O:16])[CH:11]=[CH:10][C:9]=2[NH:19][C:20]([C:22]2[NH:23][CH:24]=[C:25]([C:27]#[N:28])[N:26]=2)=[O:21])=[CH:4][CH2:3]1. The yield is 0.880. (10) The reactants are [Br:1][C:2]1[CH:7]=[C:6]([CH3:8])[C:5](N)=[C:4]([O:10][CH3:11])[CH:3]=1.Cl.N([O-])=O.[Na+].[PH2](O)=O. The catalyst is O.C(OCC)(=O)C.C(O)(=O)C. The product is [Br:1][C:2]1[CH:7]=[C:6]([CH3:8])[CH:5]=[C:4]([O:10][CH3:11])[CH:3]=1. The yield is 0.950.